Predict the reaction yield, written as a fraction of the theoretical maximum amount of product (1.0 means a 100% yield; for example, 0.34 means a 34% yield). From a dataset of Reaction yield outcomes from USPTO patents with 853,638 reactions. (1) The reactants are [NH:1]([C:47]([O:49][C:50]([CH3:53])([CH3:52])[CH3:51])=[O:48])[C@H:2]([C:4]([NH:6][C@H:7]([C:25]([N:27]1[CH2:46][CH2:45][CH2:44][C@H:28]1[C:29]([NH:31][C@H:32]([C:34]([O:36]CC1C=CC=CC=1)=[O:35])[CH3:33])=[O:30])=[O:26])[CH2:8][CH2:9][CH2:10][NH:11][C:12](=[NH:24])[NH:13][S:14]([C:17]1[CH:23]=[CH:22][C:20]([CH3:21])=[CH:19][CH:18]=1)(=[O:16])=[O:15])=[O:5])[CH3:3].[OH-].[Na+].C(Cl)(Cl)Cl.CO.N(C(OC(C)(C)C)=O)[C@H](C(N[C@H](C(N1CCC[C@H]1C(N[C@H](C(N[C@H](C(OCC1C=CC=CC=1)=O)CCCCNC(OCC1C=CC=CC=1Cl)=O)=O)C)=O)=O)CCCNC(=N)NS(C1C=CC(C)=CC=1)(=O)=O)=O)CC(=O)N. The catalyst is CO. The product is [NH:1]([C:47]([O:49][C:50]([CH3:52])([CH3:51])[CH3:53])=[O:48])[C@H:2]([C:4]([NH:6][C@H:7]([C:25]([N:27]1[CH2:46][CH2:45][CH2:44][C@H:28]1[C:29]([NH:31][C@H:32]([C:34]([OH:36])=[O:35])[CH3:33])=[O:30])=[O:26])[CH2:8][CH2:9][CH2:10][NH:11][C:12](=[NH:24])[NH:13][S:14]([C:17]1[CH:18]=[CH:19][C:20]([CH3:21])=[CH:22][CH:23]=1)(=[O:16])=[O:15])=[O:5])[CH3:3]. The yield is 0.670. (2) The reactants are [NH:1]1[C:9]2[C:4](=[CH:5][CH:6]=[CH:7][CH:8]=2)[CH2:3][C:2]1=[O:10].[CH3:11][S:12][C:13]1[S:17][C:16]([CH:18]=O)=[CH:15][CH:14]=1. The catalyst is N1CCCCC1.C(O)C. The product is [CH3:11][S:12][C:13]1[S:17][C:16]([CH:18]=[C:3]2[C:4]3[C:9](=[CH:8][CH:7]=[CH:6][CH:5]=3)[NH:1][C:2]2=[O:10])=[CH:15][CH:14]=1. The yield is 0.900. (3) The reactants are [NH2:1][C:2]1[CH:7]=[CH:6][N:5]=[C:4]([C:8]([OH:11])([CH3:10])[CH3:9])[N:3]=1.Br[C:13]1[C:14](=[O:21])[N:15]([CH3:20])[CH:16]=[C:17]([Br:19])[CH:18]=1.CC1(C)C2C(=C(P(C3C=CC=CC=3)C3C=CC=CC=3)C=CC=2)OC2C(P(C3C=CC=CC=3)C3C=CC=CC=3)=CC=CC1=2.C([O-])([O-])=O.[Cs+].[Cs+]. The catalyst is C1C=CC(/C=C/C(/C=C/C2C=CC=CC=2)=O)=CC=1.C1C=CC(/C=C/C(/C=C/C2C=CC=CC=2)=O)=CC=1.C1C=CC(/C=C/C(/C=C/C2C=CC=CC=2)=O)=CC=1.[Pd].[Pd].O1CCOCC1. The product is [Br:19][C:17]1[CH:18]=[C:13]([NH:1][C:2]2[CH:7]=[CH:6][N:5]=[C:4]([C:8]([OH:11])([CH3:9])[CH3:10])[N:3]=2)[C:14](=[O:21])[N:15]([CH3:20])[CH:16]=1. The yield is 0.300.